This data is from Catalyst prediction with 721,799 reactions and 888 catalyst types from USPTO. The task is: Predict which catalyst facilitates the given reaction. (1) Reactant: [Cl:1][C:2]1[CH:18]=[C:17]([I:19])[CH:16]=[C:15]([Cl:20])[C:3]=1[C:4](Cl)=[N:5][C:6]1[C:11]([F:12])=[CH:10][N:9]=[CH:8][C:7]=1F.NC(N)=[S:23].N1C=CC=CC=1.CCN(CC)CC. Product: [Cl:1][C:2]1[CH:18]=[C:17]([I:19])[CH:16]=[C:15]([Cl:20])[C:3]=1[C:4]1[S:23][C:7]2[CH:8]=[N:9][CH:10]=[C:11]([F:12])[C:6]=2[N:5]=1. The catalyst class is: 32. (2) Reactant: [CH3:1][O:2][C:3]1[CH:8]=[C:7]([C@@H:9]2[CH2:14][CH2:13][CH2:12][CH2:11][C@H:10]2[N+:15]([O-])=O)[CH:6]=[CH:5][C:4]=1[OH:18].O.NN. Product: [NH2:15][C@@H:10]1[CH2:11][CH2:12][CH2:13][CH2:14][C@H:9]1[C:7]1[CH:6]=[CH:5][C:4]([OH:18])=[C:3]([O:2][CH3:1])[CH:8]=1. The catalyst class is: 94.